From a dataset of Forward reaction prediction with 1.9M reactions from USPTO patents (1976-2016). Predict the product of the given reaction. Given the reactants [F:1][C:2]([F:15])([F:14])[C:3]([NH:6][CH:7]=[C:8]([CH2:11][C:12]#[N:13])[C:9]#[N:10])([CH3:5])[CH3:4].[OH-].[K+], predict the reaction product. The product is: [NH2:13][C:12]1[N:6]([C:3]([CH3:5])([CH3:4])[C:2]([F:14])([F:15])[F:1])[CH:7]=[C:8]([C:9]#[N:10])[CH:11]=1.